This data is from Forward reaction prediction with 1.9M reactions from USPTO patents (1976-2016). The task is: Predict the product of the given reaction. (1) Given the reactants [NH2:1][C@H:2]1[CH2:6][CH2:5][N:4]([C@H:7]2[CH2:12][CH2:11][C@@H:10]([NH:13][C:14](=[O:20])[O:15][C:16]([CH3:19])([CH3:18])[CH3:17])[CH2:9][C@H:8]2[CH2:21][S:22]([CH:25]([CH3:27])[CH3:26])(=[O:24])=[O:23])[C:3]1=[O:28].[F:29][C:30]([F:41])([F:40])[C:31]1[CH:32]=[C:33]([CH:37]=[CH:38][CH:39]=1)[C:34](O)=[O:35].C(N(C(C)C)CC)C.CN(C(ON1N=NC2C=CC=NC1=2)=[N+](C)C)C.F[P-](F)(F)(F)(F)F, predict the reaction product. The product is: [CH:25]([S:22]([CH2:21][C@H:8]1[C@@H:7]([N:4]2[CH2:5][CH2:6][C@H:2]([NH:1][C:34](=[O:35])[C:33]3[CH:37]=[CH:38][CH:39]=[C:31]([C:30]([F:29])([F:40])[F:41])[CH:32]=3)[C:3]2=[O:28])[CH2:12][CH2:11][C@@H:10]([NH:13][C:14](=[O:20])[O:15][C:16]([CH3:19])([CH3:17])[CH3:18])[CH2:9]1)(=[O:24])=[O:23])([CH3:26])[CH3:27]. (2) Given the reactants [C:1]([O:5][C:6]([N:8]1[CH2:14][CH2:13][CH2:12][N:11]([C:15]2[NH:23][C:22]3[C:21](=[O:24])[N:20]([CH2:25][O:26][CH2:27][CH2:28][Si:29]([CH3:32])([CH3:31])[CH3:30])[C:19](=[O:33])[N:18]([CH3:34])[C:17]=3[C:16]=2[C:35]#[N:36])[CH2:10][CH2:9]1)=[O:7])([CH3:4])([CH3:3])[CH3:2].Br[CH2:38][C:39]#[C:40][CH3:41].C(N(C(C)C)CC)(C)C, predict the reaction product. The product is: [C:1]([O:5][C:6]([N:8]1[CH2:14][CH2:13][CH2:12][N:11]([C:15]2[N:23]([CH2:38][C:39]#[C:40][CH3:41])[C:22]3[C:21](=[O:24])[N:20]([CH2:25][O:26][CH2:27][CH2:28][Si:29]([CH3:32])([CH3:31])[CH3:30])[C:19](=[O:33])[N:18]([CH3:34])[C:17]=3[C:16]=2[C:35]#[N:36])[CH2:10][CH2:9]1)=[O:7])([CH3:4])([CH3:2])[CH3:3]. (3) Given the reactants [CH2:1]([C:5]1[CH:10]=[CH:9][C:8]([C:11]2[CH:15]=[C:14]([C:16]3[CH:17]=[C:18]([CH2:21][N:22]4[CH2:25][CH:24]([C:26]([O:28]CC)=[O:27])[CH2:23]4)[S:19][CH:20]=3)[O:13][N:12]=2)=[CH:7][CH:6]=1)[CH:2]([CH3:4])[CH3:3].[OH-].[Na+].CO.C(O)(=O)C, predict the reaction product. The product is: [CH2:1]([C:5]1[CH:10]=[CH:9][C:8]([C:11]2[CH:15]=[C:14]([C:16]3[CH:17]=[C:18]([CH2:21][N:22]4[CH2:25][CH:24]([C:26]([OH:28])=[O:27])[CH2:23]4)[S:19][CH:20]=3)[O:13][N:12]=2)=[CH:7][CH:6]=1)[CH:2]([CH3:4])[CH3:3]. (4) Given the reactants [CH3:1][S:2][C:3]1[CH:8]=[CH:7][NH:6][C:5](=[O:9])[CH:4]=1.I[C:11]1[CH:12]=[CH:13][C:14]([N:17]2[CH2:21][CH2:20][C@@H:19]([OH:22])[CH2:18]2)=[N:15][CH:16]=1, predict the reaction product. The product is: [OH:22][C@@H:19]1[CH2:20][CH2:21][N:17]([C:14]2[N:15]=[CH:16][C:11]([N:6]3[CH:7]=[CH:8][C:3]([S:2][CH3:1])=[CH:4][C:5]3=[O:9])=[CH:12][CH:13]=2)[CH2:18]1. (5) Given the reactants [Cl:1][C:2]1[CH:7]=[CH:6][C:5]([S:8]([C:11]2[C:19]([F:20])=[CH:18][C:14]([C:15]([OH:17])=O)=[C:13]([CH2:21][C:22]3[CH:27]=[C:26]([F:28])[CH:25]=[CH:24][C:23]=3[F:29])[N:12]=2)(=[O:10])=[O:9])=[CH:4][CH:3]=1.[S:30]1[CH:34]=[CH:33][N:32]=[C:31]1[NH2:35].N1(O)C2C=CC=CC=2N=N1.CN1CCOCC1.Cl.C(N=C=NCCCN(C)C)C, predict the reaction product. The product is: [Cl:1][C:2]1[CH:7]=[CH:6][C:5]([S:8]([C:11]2[C:19]([F:20])=[CH:18][C:14]([C:15]([NH:35][C:31]3[S:30][CH:34]=[CH:33][N:32]=3)=[O:17])=[C:13]([CH2:21][C:22]3[CH:27]=[C:26]([F:28])[CH:25]=[CH:24][C:23]=3[F:29])[N:12]=2)(=[O:10])=[O:9])=[CH:4][CH:3]=1. (6) Given the reactants [CH:1]1([CH2:4][CH2:5][NH:6][C:7]([C:9]2[N:10]=[N:11][C:12]([N:15]3[CH2:20][CH:19]4[CH:17]([CH:18]4[N:21](CC4C=CC=CC=4)CC4C=CC=CC=4)[CH2:16]3)=[CH:13][CH:14]=2)=[O:8])[CH2:3][CH2:2]1, predict the reaction product. The product is: [CH:1]1([CH2:4][CH2:5][NH:6][C:7]([C:9]2[N:10]=[N:11][C:12]([N:15]3[CH2:16][CH:17]4[CH:19]([CH:18]4[NH2:21])[CH2:20]3)=[CH:13][CH:14]=2)=[O:8])[CH2:3][CH2:2]1. (7) Given the reactants C[C:2](C)([CH2:6][S:7][S:8][CH2:9][CH2:10][C:11]([NH2:13])=[O:12])[C:3]([NH2:5])=[O:4].[CH2:15](N)[CH2:16][CH2:17][CH2:18][CH2:19][CH2:20][CH2:21][CH3:22], predict the reaction product. The product is: [CH2:15]([NH:13][C:11](=[O:12])[CH2:10][CH2:9][S:8][S:7][CH2:6][CH2:2][C:3]([NH:5][CH2:15][CH2:16][CH2:17][CH2:18][CH2:19][CH2:20][CH2:21][CH3:22])=[O:4])[CH2:16][CH2:17][CH2:18][CH2:19][CH2:20][CH2:21][CH3:22]. (8) Given the reactants [Cl:1][CH2:2][CH2:3][CH2:4][C:5](Cl)=[O:6].[C:8](=[N:21][NH2:22])([C:15]1[CH:20]=[CH:19][CH:18]=[CH:17][CH:16]=1)[C:9]1[CH:14]=[CH:13][CH:12]=[CH:11][CH:10]=1.N1C=CC=CC=1.O, predict the reaction product. The product is: [C:8](=[N:21][NH:22][C:5](=[O:6])[CH2:4][CH2:3][CH2:2][Cl:1])([C:15]1[CH:16]=[CH:17][CH:18]=[CH:19][CH:20]=1)[C:9]1[CH:14]=[CH:13][CH:12]=[CH:11][CH:10]=1. (9) Given the reactants [OH:1][C@H:2]1[CH2:7][CH2:6][C@H:5]([NH:8][C:9]2[N:17]=[C:16]3[C:12]([NH:13][C:14](=[O:26])[N:15]3[C:18]3[CH:23]=[CH:22][CH:21]=[CH:20][C:19]=3[O:24][CH3:25])=[C:11]([C:27]([O:29]CC)=O)[N:10]=2)[CH2:4][CH2:3]1.[NH2:32]C1C(C(OCC)=O)=NC(N[C@H]2CC[C@H](O)CC2)=NC=1NC1C=CC=CC=1OC, predict the reaction product. The product is: [OH:1][C@H:2]1[CH2:7][CH2:6][C@H:5]([NH:8][C:9]2[N:17]=[C:16]3[C:12]([NH:13][C:14](=[O:26])[N:15]3[C:18]3[CH:23]=[CH:22][CH:21]=[CH:20][C:19]=3[O:24][CH3:25])=[C:11]([C:27]([NH2:32])=[O:29])[N:10]=2)[CH2:4][CH2:3]1.